This data is from Catalyst prediction with 721,799 reactions and 888 catalyst types from USPTO. The task is: Predict which catalyst facilitates the given reaction. (1) Reactant: Cl[CH2:2][C:3]1[CH:8]=[CH:7][N:6]2[N:9]=[CH:10][N:11]=[C:5]2[CH:4]=1.[N-:12]=[N+:13]=[N-:14].[Na+]. Product: [N:12]([CH2:2][C:3]1[CH:8]=[CH:7][N:6]2[N:9]=[CH:10][N:11]=[C:5]2[CH:4]=1)=[N+:13]=[N-:14]. The catalyst class is: 3. (2) Product: [OH:8][C:9]1[CH:18]=[C:17]2[C:12]([CH:13]=[CH:14][C:15]([C:19]([OH:21])=[O:20])=[CH:16]2)=[CH:11][CH:10]=1. Reactant: C([O:8][C:9]1[CH:18]=[C:17]2[C:12]([CH:13]=[CH:14][C:15]([C:19]([OH:21])=[O:20])=[CH:16]2)=[CH:11][CH:10]=1)C1C=CC=CC=1. The catalyst class is: 63. (3) Reactant: [C:1]([O:5][C:6](=[O:39])[NH:7][C@@H:8]([CH2:19][C:20]1[C:28]2[C:23](=[CH:24][CH:25]=[C:26]([O:29][C:30]3[CH:35]=[CH:34][C:33]([N+:36]([O-:38])=[O:37])=[CH:32][CH:31]=3)[CH:27]=2)[NH:22][CH:21]=1)[C:9]([N:11]1[CH2:15][CH2:14][CH2:13][C@H:12]1[C:16](=O)[NH2:17])=[O:10])([CH3:4])([CH3:3])[CH3:2].N1C=CN=C1.O=P(Cl)(Cl)Cl. Product: [C:1]([O:5][C:6](=[O:39])[NH:7][C@@H:8]([CH2:19][C:20]1[C:28]2[C:23](=[CH:24][CH:25]=[C:26]([O:29][C:30]3[CH:35]=[CH:34][C:33]([N+:36]([O-:38])=[O:37])=[CH:32][CH:31]=3)[CH:27]=2)[NH:22][CH:21]=1)[C:9]([N:11]1[CH2:15][CH2:14][CH2:13][C@H:12]1[C:16]#[N:17])=[O:10])([CH3:4])([CH3:2])[CH3:3]. The catalyst class is: 17. (4) Reactant: C(N(CC)CC)C.[N:8]1([CH2:14][CH2:15][CH2:16][NH2:17])[CH2:13][CH2:12][CH2:11][CH2:10][CH2:9]1.[Cl-].[CH3:19][O:20][C:21](=[O:31])[C:22]1[CH:30]=[CH:29][C:25]([C:26](O)=[O:27])=[CH:24][CH:23]=1. Product: [CH3:19][O:20][C:21](=[O:31])[C:22]1[CH:30]=[CH:29][C:25]([C:26]([NH:17][CH2:16][CH2:15][CH2:14][N:8]2[CH2:13][CH2:12][CH2:11][CH2:10][CH2:9]2)=[O:27])=[CH:24][CH:23]=1. The catalyst class is: 2. (5) Product: [NH2:38][C:23]1[N:22]=[CH:21][C:20]([C:18]2[N:17]=[CH:16][N:15]([CH2:14][C:13]([OH:39])=[O:12])[CH:19]=2)=[CH:25][C:24]=1[O:26][CH:27]([C:29]1[C:34]([Cl:35])=[CH:33][CH:32]=[C:31]([F:36])[C:30]=1[Cl:37])[CH3:28]. The catalyst class is: 4. Reactant: Cl.O1CCOCC1.C([O:12][C:13](=[O:39])[CH2:14][N:15]1[CH:19]=[C:18]([C:20]2[CH:21]=[N:22][C:23]([NH2:38])=[C:24]([O:26][CH:27]([C:29]3[C:34]([Cl:35])=[CH:33][CH:32]=[C:31]([F:36])[C:30]=3[Cl:37])[CH3:28])[CH:25]=2)[N:17]=[CH:16]1)(C)(C)C. (6) Reactant: [CH3:1][N:2]([CH3:18])[C:3]1[C:8]([N+:9]([O-])=O)=[CH:7][C:6]([S:12]([NH:15][CH3:16])(=[O:14])=[O:13])=[C:5]([F:17])[CH:4]=1. The catalyst class is: 19. Product: [NH2:9][C:8]1[C:3]([N:2]([CH3:1])[CH3:18])=[CH:4][C:5]([F:17])=[C:6]([S:12]([NH:15][CH3:16])(=[O:13])=[O:14])[CH:7]=1.